Task: Predict which catalyst facilitates the given reaction.. Dataset: Catalyst prediction with 721,799 reactions and 888 catalyst types from USPTO (1) Reactant: [CH:1]1C=C[C:4]2N(O)N=[N:7][C:5]=2[CH:6]=1.Cl.Cl.Cl.[CH3:14][O:15][C:16](=[O:64])[NH:17][CH:18]([C:22]([N:24]1[CH:30]([C:31]2[NH:32][C:33]([C:36]3[CH:45]=[CH:44][C:43]4[C:38](=[CH:39][CH:40]=[C:41]([C:46]5[CH:51]=[CH:50][C:49]([C:52]6[NH:53][C:54]([CH:57]7[CH2:61][CH:60]([C:62]#[N:63])[CH2:59][NH:58]7)=[N:55][CH:56]=6)=[CH:48][CH:47]=5)[CH:42]=4)[CH:37]=3)=[CH:34][N:35]=2)[CH2:29][C:26]2([CH2:28][CH2:27]2)[CH2:25]1)=[O:23])[CH:19]([CH3:21])[CH3:20].CN1CC[O:69]CC1.C[CH2:73][O:74][C:75](C)=[O:76]. Product: [CH3:14][O:15][C:16](=[O:64])[NH:17][CH:18]([C:22]([N:24]1[CH:30]([C:31]2[NH:32][C:33]([C:36]3[CH:45]=[CH:44][C:43]4[C:38](=[CH:39][CH:40]=[C:41]([C:46]5[CH:51]=[CH:50][C:49]([C:52]6[NH:53][C:54]([CH:57]7[CH2:61][CH:60]([C:62]#[N:63])[CH2:59][N:58]7[C:4](=[O:69])[CH:5]([NH:7][C:75]([O:74][CH3:73])=[O:76])[CH2:6][CH3:1])=[N:55][CH:56]=6)=[CH:48][CH:47]=5)[CH:42]=4)[CH:37]=3)=[CH:34][N:35]=2)[CH2:29][C:26]2([CH2:27][CH2:28]2)[CH2:25]1)=[O:23])[CH:19]([CH3:21])[CH3:20]. The catalyst class is: 3. (2) Reactant: Cl.[CH3:2][C@@:3]([S:29]([CH3:32])(=[O:31])=[O:30])([CH2:14][CH2:15][N:16]1[CH:21]=[CH:20][C:19]([C:22]2[CH:27]=[CH:26][CH:25]=[CH:24][CH:23]=2)=[CH:18][C:17]1=[O:28])[C:4]([NH:6][O:7]C1CCCCO1)=[O:5]. Product: [OH:7][NH:6][C:4](=[O:5])[C@:3]([CH3:2])([S:29]([CH3:32])(=[O:31])=[O:30])[CH2:14][CH2:15][N:16]1[CH:21]=[CH:20][C:19]([C:22]2[CH:23]=[CH:24][CH:25]=[CH:26][CH:27]=2)=[CH:18][C:17]1=[O:28]. The catalyst class is: 38.